This data is from Forward reaction prediction with 1.9M reactions from USPTO patents (1976-2016). The task is: Predict the product of the given reaction. (1) The product is: [N:14]1[C:7]2[C:6](=[CH:5][CH:9]=[CH:10][CH:11]=2)[CH:17]=[N:16][CH:15]=1.[Cl:21][C:17]1[CH:6]2[CH:7]([NH:8][C:9]3[C:5]2=[CH:4][C:3]([O:2][CH3:1])=[C:11]([O:12][CH3:13])[CH:10]=3)[N:14]=[CH:15][N:16]=1. Given the reactants [CH3:1][O:2][C:3]1[CH:4]=[C:5]2[C:9](=[CH:10][C:11]=1[O:12][CH3:13])[NH:8][C:7]1[N:14]=[CH:15][NH:16][C:17](=O)[C:6]2=1.O=P(Cl)(Cl)[Cl:21], predict the reaction product. (2) Given the reactants [H-].[Na+].[OH:3][C:4]1[C:9]([CH2:10][C:11]([O:13][CH2:14][CH3:15])=[O:12])=[C:8]([OH:16])[N:7]=[C:6]([SH:17])[N:5]=1.[F:18][C:19]1[C:26]([F:27])=[CH:25][CH:24]=[CH:23][C:20]=1[CH2:21]Br.O, predict the reaction product. The product is: [F:18][C:19]1[C:26]([F:27])=[CH:25][CH:24]=[CH:23][C:20]=1[CH2:21][S:17][C:6]1[N:7]=[C:8]([OH:16])[C:9]([CH2:10][C:11]([O:13][CH2:14][CH3:15])=[O:12])=[C:4]([OH:3])[N:5]=1. (3) Given the reactants [NH2:1][C:2]([CH3:25])([CH3:24])[C@H:3]([NH:8][C:9](=[O:23])[C:10]1[CH:15]=[CH:14][C:13]([C:16]#[C:17][C:18]#[C:19][C@@H:20]([OH:22])[CH3:21])=[CH:12][CH:11]=1)[C:4](OC)=[O:5].[NH2:26][OH:27], predict the reaction product. The product is: [NH2:1][C:2]([CH3:25])([CH3:24])[C@H:3]([NH:8][C:9](=[O:23])[C:10]1[CH:15]=[CH:14][C:13]([C:16]#[C:17][C:18]#[C:19][C@@H:20]([OH:22])[CH3:21])=[CH:12][CH:11]=1)[C:4]([NH:26][OH:27])=[O:5]. (4) Given the reactants [NH2:1][C:2]1[N:10]=[CH:9][N:8]=[C:7]2[C:3]=1[N:4]=[CH:5][N:6]2[C@H:11]1[C@@H:15]2[O:16][C:17]([CH3:20])([CH3:19])[O:18][C@@H:14]2[C@@H:13]([CH2:21][N:22]([CH:32]([CH3:34])[CH3:33])[CH2:23][CH2:24][CH2:25][CH2:26][C:27]([O:29]CC)=[O:28])[O:12]1.[Li+].[OH-].Cl, predict the reaction product. The product is: [NH2:1][C:2]1[N:10]=[CH:9][N:8]=[C:7]2[C:3]=1[N:4]=[CH:5][N:6]2[C@H:11]1[C@@H:15]2[O:16][C:17]([CH3:20])([CH3:19])[O:18][C@@H:14]2[C@@H:13]([CH2:21][N:22]([CH:32]([CH3:34])[CH3:33])[CH2:23][CH2:24][CH2:25][CH2:26][C:27]([OH:29])=[O:28])[O:12]1. (5) Given the reactants [CH3:1][O:2][C:3]1[CH:4]=[C:5]2[C:10](=[CH:11][C:12]=1[O:13][CH3:14])[N:9]=[CH:8][N:7]=[C:6]2[O:15][C:16]1[CH:22]=[CH:21][C:19]([NH2:20])=[CH:18][CH:17]=1.C1(C)C=CC=CC=1.C(N(CC)CC)C.ClC(Cl)(O[C:41](=[O:47])[O:42][C:43](Cl)(Cl)Cl)Cl.[CH3:49][O:50][C:51]1[CH:52]=[C:53]([CH:56]=[CH:57][C:58]=1[O:59][CH3:60])CO, predict the reaction product. The product is: [CH3:1][O:2][C:3]1[CH:4]=[C:5]2[C:10](=[CH:11][C:12]=1[O:13][CH3:14])[N:9]=[CH:8][N:7]=[C:6]2[O:15][C:16]1[CH:22]=[CH:21][C:19]([NH:20][C:41](=[O:47])[O:42][CH2:43][C:56]2[CH:53]=[CH:52][C:51]([O:50][CH3:49])=[C:58]([O:59][CH3:60])[CH:57]=2)=[CH:18][CH:17]=1. (6) Given the reactants C1(P(C2C=CC=CC=2)C2C=CC=CC=2)C=CC=CC=1.C(N(CC)CC)C.[I:27][C:28]1[CH:29]=[CH:30][C:31]2[NH:32][C:33]3[C:38]([C:39]=2[CH:40]=1)=[CH:37][CH:36]=[CH:35][CH:34]=3.[C:41](#[N:44])[CH:42]=[CH2:43], predict the reaction product. The product is: [C:41]([CH:42]=[CH:43][C:28]1[CH:29]=[CH:30][C:31]2[NH:32][C:33]3[C:38]([C:39]=2[CH:40]=1)=[CH:37][CH:36]=[CH:35][CH:34]=3)#[N:44].[I:27][C:28]1[CH:29]=[CH:30][C:31]2[NH:32][C:33]3[C:38]([C:39]=2[CH:40]=1)=[CH:37][CH:36]=[CH:35][CH:34]=3. (7) Given the reactants [CH2:1]([N:3]1[C:11]2[CH:10]=[C:9]([C:12]([O:14]C)=O)[N:8]=[C:7]([C:16]3[CH:21]=[CH:20][CH:19]=[C:18]([C:22]#[C:23][C@:24]4([OH:31])[CH2:28][CH2:27][N:26]([CH3:29])[C:25]4=[O:30])[CH:17]=3)[C:6]=2[CH:5]=[N:4]1)[CH3:2].[NH3:32], predict the reaction product. The product is: [CH2:1]([N:3]1[C:11]2[CH:10]=[C:9]([C:12]([NH2:32])=[O:14])[N:8]=[C:7]([C:16]3[CH:21]=[CH:20][CH:19]=[C:18]([C:22]#[C:23][C@:24]4([OH:31])[CH2:28][CH2:27][N:26]([CH3:29])[C:25]4=[O:30])[CH:17]=3)[C:6]=2[CH:5]=[N:4]1)[CH3:2]. (8) Given the reactants [C:1]([C:5]1[CH:6]=[C:7]([CH:17]=[CH:18][CH:19]=1)[O:8][CH2:9][CH2:10][CH:11]1[O:16]CCCO1)([CH3:4])([CH3:3])[CH3:2].Cl, predict the reaction product. The product is: [C:1]([C:5]1[CH:6]=[C:7]2[C:17]([CH:11]([OH:16])[CH2:10][CH2:9][O:8]2)=[CH:18][CH:19]=1)([CH3:2])([CH3:3])[CH3:4]. (9) Given the reactants [C:1]([NH:5][S:6]([C:9]1[C:18]2[C:13](=[CH:14][CH:15]=[CH:16][CH:17]=2)[C:12]([N:19]2[C:23]([CH2:24][CH:25]3[CH2:30][CH2:29][CH2:28][CH2:27][CH2:26]3)=[CH:22][C:21]([C:31]([O:33][CH2:34][CH3:35])=[O:32])=[N:20]2)=[CH:11][CH:10]=1)(=[O:8])=[O:7])([CH3:4])([CH3:3])[CH3:2].C(Cl)[Cl:37], predict the reaction product. The product is: [C:1]([NH:5][S:6]([C:9]1[C:18]2[C:13](=[CH:14][CH:15]=[CH:16][CH:17]=2)[C:12]([N:19]2[C:23]([CH2:24][CH:25]3[CH2:30][CH2:29][CH2:28][CH2:27][CH2:26]3)=[C:22]([Cl:37])[C:21]([C:31]([O:33][CH2:34][CH3:35])=[O:32])=[N:20]2)=[CH:11][CH:10]=1)(=[O:8])=[O:7])([CH3:3])([CH3:4])[CH3:2]. (10) Given the reactants [C:1]1([C:7]2[CH:8]=[C:9]3[NH:14][CH2:13][CH2:12][CH2:11][N:10]3[C:15](=[O:17])[CH:16]=2)[CH:6]=[CH:5][CH:4]=[CH:3][CH:2]=1.CC(C)([O-])C.[Na+].C1C=CC(P(C2C(C3C(P(C4C=CC=CC=4)C4C=CC=CC=4)=CC=C4C=3C=CC=C4)=C3C(C=CC=C3)=CC=2)C2C=CC=CC=2)=CC=1.Cl[C:71]1[CH:76]=[CH:75][N:74]=[C:73]([S:77][CH3:78])[N:72]=1, predict the reaction product. The product is: [CH3:78][S:77][C:73]1[N:74]=[C:75]([N:14]2[CH2:13][CH2:12][CH2:11][N:10]3[C:15](=[O:17])[CH:16]=[C:7]([C:1]4[CH:6]=[CH:5][CH:4]=[CH:3][CH:2]=4)[CH:8]=[C:9]23)[CH:76]=[CH:71][N:72]=1.